This data is from Forward reaction prediction with 1.9M reactions from USPTO patents (1976-2016). The task is: Predict the product of the given reaction. (1) The product is: [OH:11][CH:8]([OH:12])[CH2:9][CH2:10][N:1]1[CH2:6][CH2:5][NH:4][CH2:3][CH2:2]1. Given the reactants [NH:1]1[CH2:6][CH2:5][NH:4][CH2:3][CH2:2]1.Cl[C:8]([OH:12])([OH:11])[CH2:9][CH3:10].[OH-].[Na+], predict the reaction product. (2) Given the reactants C[O:2][C:3](=[O:30])[C:4]1[CH:9]=[C:8]([CH3:10])[CH:7]=[CH:6][C:5]=1[O:11][CH2:12][CH2:13][N:14]1[CH2:19][CH2:18][CH:17]([C:20]2[C:28]3[C:23](=[C:24]([Br:29])[CH:25]=[CH:26][CH:27]=3)[NH:22][CH:21]=2)[CH2:16][CH2:15]1.[H-].[Na+].Br[CH2:34][CH2:35][O:36][CH2:37][CH3:38], predict the reaction product. The product is: [Br:29][C:24]1[CH:25]=[CH:26][CH:27]=[C:28]2[C:23]=1[N:22]([CH2:34][CH2:35][O:36][CH2:37][CH3:38])[CH:21]=[C:20]2[CH:17]1[CH2:18][CH2:19][N:14]([CH2:13][CH2:12][O:11][C:5]2[CH:6]=[CH:7][C:8]([CH3:10])=[CH:9][C:4]=2[C:3]([OH:30])=[O:2])[CH2:15][CH2:16]1. (3) The product is: [ClH:33].[C:1]([C:4]1[C:9]2[S:10][C:11]([C:14]([NH:16][C:17]3[CH:26]=[CH:25][C:24]4[C:19](=[CH:20][CH:21]=[CH:22][C:23]=4[CH2:27][O:28][CH3:29])[N:18]=3)=[O:15])=[C:12]([CH3:13])[C:8]=2[C:7]([CH2:30][O:31][CH3:32])=[CH:6][CH:5]=1)(=[O:3])[CH3:2]. Given the reactants [C:1]([C:4]1[C:9]2[S:10][C:11]([C:14]([NH:16][C:17]3[CH:26]=[CH:25][C:24]4[C:19](=[CH:20][CH:21]=[CH:22][C:23]=4[CH2:27][O:28][CH3:29])[N:18]=3)=[O:15])=[C:12]([CH3:13])[C:8]=2[C:7]([CH2:30][O:31][CH3:32])=[CH:6][CH:5]=1)(=[O:3])[CH3:2].[ClH:33], predict the reaction product.